Dataset: Full USPTO retrosynthesis dataset with 1.9M reactions from patents (1976-2016). Task: Predict the reactants needed to synthesize the given product. (1) Given the product [F:1][C:2]1[CH:9]=[CH:8][C:5]([CH2:6][NH:14][C:15]2[CH:16]=[C:17]3[C:21]4=[C:22]([CH2:24][O:25][CH2:26][CH2:27][N:20]4[C@H:19]4[CH2:28][CH2:29][NH:30][CH2:31][C@@H:18]34)[CH:23]=2)=[C:4]([C:10]([F:13])([F:12])[F:11])[CH:3]=1, predict the reactants needed to synthesize it. The reactants are: [F:1][C:2]1[CH:9]=[CH:8][C:5]([CH:6]=O)=[C:4]([C:10]([F:13])([F:12])[F:11])[CH:3]=1.[NH2:14][C:15]1[CH:16]=[C:17]2[C:21]3=[C:22]([CH2:24][O:25][CH2:26][CH2:27][N:20]3[C@H:19]3[CH2:28][CH2:29][N:30](C(OC(C)(C)C)=O)[CH2:31][C@@H:18]23)[CH:23]=1. (2) The reactants are: [OH:1][C:2]1[C:3]([C:16]2[CH:17]=[C:18]([CH:24]=[CH:25][C:26]([O:28]CC)=[O:27])[CH:19]=[CH:20][C:21]=2[O:22][CH3:23])=[CH:4][C:5]2[C:6]([CH3:15])([CH3:14])[CH2:7][CH2:8][C:9]([CH3:13])([CH3:12])[C:10]=2[CH:11]=1.Br[CH:32]([OH:38])[CH2:33][CH2:34][CH2:35][CH2:36][CH3:37]. Given the product [OH:38][CH2:32][CH2:33][CH2:34][CH2:35][CH2:36][CH2:37][O:1][C:2]1[C:3]([C:16]2[CH:17]=[C:18]([CH:24]=[CH:25][C:26]([OH:28])=[O:27])[CH:19]=[CH:20][C:21]=2[O:22][CH3:23])=[CH:4][C:5]2[C:6]([CH3:15])([CH3:14])[CH2:7][CH2:8][C:9]([CH3:13])([CH3:12])[C:10]=2[CH:11]=1, predict the reactants needed to synthesize it.